This data is from Cav3 T-type calcium channel HTS with 100,875 compounds. The task is: Binary Classification. Given a drug SMILES string, predict its activity (active/inactive) in a high-throughput screening assay against a specified biological target. The drug is O1CCN(CC1)CCNC(=O)CCc1onc(n1)c1ccc(cc1)C. The result is 0 (inactive).